From a dataset of Full USPTO retrosynthesis dataset with 1.9M reactions from patents (1976-2016). Predict the reactants needed to synthesize the given product. (1) Given the product [CH:14]1[CH:15]=[C:16]2[C:17]([OH:19])=[C:18]3[C:9](=[C:10]([OH:20])[C:11]2=[CH:12][CH:13]=1)[CH:8]=[CH:7][CH:6]=[CH:5]3, predict the reactants needed to synthesize it. The reactants are: OO.[H][H].[CH:5]1[C:18]2[C:17](=[O:19])[C:16]3[C:11](=[CH:12][CH:13]=[CH:14][CH:15]=3)[C:10](=[O:20])[C:9]=2[CH:8]=[CH:7][CH:6]=1. (2) Given the product [Cl:49][C:50]1[CH:70]=[CH:69][C:53]2[NH:54][C:55]([CH:57]([NH:68][C:5](=[O:7])[C:4]3[CH:8]=[CH:9][C:10]([C:11]([N:13]4[CH2:17][CH2:16][CH2:15][CH2:14]4)=[O:12])=[C:2]([CH3:1])[CH:3]=3)[CH2:58][C:59]3[C:64]([CH3:65])=[CH:63][C:62]([OH:66])=[CH:61][C:60]=3[CH3:67])=[N:56][C:52]=2[CH:51]=1, predict the reactants needed to synthesize it. The reactants are: [CH3:1][C:2]1[CH:3]=[C:4]([CH:8]=[CH:9][C:10]=1[C:11]([N:13]1[CH2:17][CH2:16][CH2:15][CH2:14]1)=[O:12])[C:5]([OH:7])=O.CN(C(ON1N=NC2C=CC=CC1=2)=[N+](C)C)C.[B-](F)(F)(F)F.C(N(C(C)C)CC)(C)C.[Cl:49][C:50]1[CH:70]=[CH:69][C:53]2[NH:54][C:55]([CH:57]([NH2:68])[CH2:58][C:59]3[C:64]([CH3:65])=[CH:63][C:62]([OH:66])=[CH:61][C:60]=3[CH3:67])=[N:56][C:52]=2[CH:51]=1.ClCl. (3) The reactants are: [CH3:1][C:2]1[S:3][CH:4]=[C:5]([C:7]([OH:9])=O)[N:6]=1.ClC(N(C)C)=C(C)C.[F:18][C:19]1[C:27]2[C:26]([NH2:28])=[CH:25][C:24]([C:29]3[CH:37]=[C:36]([F:38])[CH:35]=[C:34]4[C:30]=3[CH:31]=[CH:32][N:33]4S(C3C=CC([N+]([O-])=O)=CC=3)(=O)=O)=[CH:23][C:22]=2[N:21](S(C2C=CC=CC=2)(=O)=O)[N:20]=1.N1C=CC=CC=1.[OH-].[Na+].Cl. Given the product [F:18][C:19]1[C:27]2[C:22](=[CH:23][C:24]([C:29]3[CH:37]=[C:36]([F:38])[CH:35]=[C:34]4[C:30]=3[CH:31]=[CH:32][NH:33]4)=[CH:25][C:26]=2[NH:28][C:7]([C:5]2[N:6]=[C:2]([CH3:1])[S:3][CH:4]=2)=[O:9])[NH:21][N:20]=1, predict the reactants needed to synthesize it. (4) The reactants are: [CH3:1][O:2][C:3](=[O:20])[CH:4]([C:12]1[CH:17]=[CH:16][C:15]([Cl:18])=[C:14]([Cl:19])[CH:13]=1)[CH2:5][CH:6]1[CH2:10][CH2:9][CH:8]([OH:11])[CH2:7]1.I[CH3:22]. Given the product [CH3:1][O:2][C:3](=[O:20])[CH:4]([C:12]1[CH:17]=[CH:16][C:15]([Cl:18])=[C:14]([Cl:19])[CH:13]=1)[CH2:5][CH:6]1[CH2:10][CH2:9][CH:8]([O:11][CH3:22])[CH2:7]1, predict the reactants needed to synthesize it. (5) Given the product [ClH:10].[NH2:1][C@H:2]([CH2:6][OH:7])[C:3]([O:5][CH3:12])=[O:4], predict the reactants needed to synthesize it. The reactants are: [NH2:1][C@H:2]([CH2:6][OH:7])[C:3]([OH:5])=[O:4].S(Cl)([Cl:10])=O.[CH3:12]O.